Dataset: Catalyst prediction with 721,799 reactions and 888 catalyst types from USPTO. Task: Predict which catalyst facilitates the given reaction. Reactant: [OH:1][CH2:2][C:3]1[C:8]([CH3:9])=[CH:7][C:6]([NH:10][C:11]([CH2:13][CH2:14][CH2:15][CH2:16][N:17]([CH3:44])[C:18]([CH2:20][CH2:21][N:22]2[CH2:27][CH2:26][CH:25]([O:28][C:29](=[O:43])[NH:30][C:31]3[CH:36]=[CH:35][CH:34]=[CH:33][C:32]=3[C:37]3[CH:42]=[CH:41][CH:40]=[CH:39][CH:38]=3)[CH2:24][CH2:23]2)=[O:19])=[O:12])=[C:5]([CH3:45])[CH:4]=1.CS(C)=O.C(N(CC)C(C)C)(C)C.O. Product: [CH:2]([C:3]1[C:8]([CH3:9])=[CH:7][C:6]([NH:10][C:11]([CH2:13][CH2:14][CH2:15][CH2:16][N:17]([CH3:44])[C:18]([CH2:20][CH2:21][N:22]2[CH2:23][CH2:24][CH:25]([O:28][C:29](=[O:43])[NH:30][C:31]3[CH:36]=[CH:35][CH:34]=[CH:33][C:32]=3[C:37]3[CH:42]=[CH:41][CH:40]=[CH:39][CH:38]=3)[CH2:26][CH2:27]2)=[O:19])=[O:12])=[C:5]([CH3:45])[CH:4]=1)=[O:1]. The catalyst class is: 2.